From a dataset of Catalyst prediction with 721,799 reactions and 888 catalyst types from USPTO. Predict which catalyst facilitates the given reaction. (1) Reactant: Cl.Cl.[N:3]1[NH:4][N:5]=[N:6][C:7]=1[C:8]1[CH:9]=[C:10]([NH2:15])[C:11]([NH2:14])=[CH:12][CH:13]=1.[C:16](C1NC=CN=1)(C1NC=CN=1)=[S:17]. Product: [N:6]1[NH:5][N:4]=[N:3][C:7]=1[C:8]1[CH:13]=[CH:12][C:11]2[NH:14][C:16](=[S:17])[NH:15][C:10]=2[CH:9]=1. The catalyst class is: 10. (2) Reactant: B.C1COCC1.[C:7]([C:10]1[S:11][C:12]([C:26]([CH3:29])([CH3:28])[CH3:27])=[CH:13][C:14]=1[NH:15][C:16]([NH:18][C:19]1[CH:24]=[CH:23][C:22]([CH3:25])=[CH:21][CH:20]=1)=[O:17])(=O)[NH2:8].Cl. Product: [NH2:8][CH2:7][C:10]1[S:11][C:12]([C:26]([CH3:29])([CH3:28])[CH3:27])=[CH:13][C:14]=1[NH:15][C:16]([NH:18][C:19]1[CH:24]=[CH:23][C:22]([CH3:25])=[CH:21][CH:20]=1)=[O:17]. The catalyst class is: 1. (3) Reactant: C(=O)(OC(C)(C)C)[O:2][C:3]1[CH:8]=[CH:7][C:6]([C:9]([NH2:11])=[O:10])=[CH:5][C:4]=1[Cl:12].Cl. Product: [Cl:12][C:4]1[CH:5]=[C:6]([CH:7]=[CH:8][C:3]=1[OH:2])[C:9]([NH2:11])=[O:10]. The catalyst class is: 12. (4) Reactant: [Cl:1][C:2]1[CH:7]=[CH:6][C:5]([NH:8][C:9](=[O:24])[C:10]2[CH:15]=[CH:14][CH:13]=[C:12](/[CH:16]=[CH:17]\[C:18]3[CH:23]=[CH:22][CH:21]=[CH:20][N:19]=3)[CH:11]=2)=[CH:4][CH:3]=1.II. Product: [Cl:1][C:2]1[CH:3]=[CH:4][C:5]([NH:8][C:9](=[O:24])[C:10]2[CH:15]=[CH:14][CH:13]=[C:12](/[CH:16]=[CH:17]/[C:18]3[CH:23]=[CH:22][CH:21]=[CH:20][N:19]=3)[CH:11]=2)=[CH:6][CH:7]=1. The catalyst class is: 11. (5) Reactant: [F:1][CH2:2][CH:3]([OH:13])[CH:4]([N+:10]([O-])=O)[CH2:5][CH2:6][C:7]([NH2:9])=[O:8]. Product: [NH2:10][CH:4]([CH:3]([OH:13])[CH2:2][F:1])[CH2:5][CH2:6][C:7]([NH2:9])=[O:8]. The catalyst class is: 94. (6) Reactant: [OH:1][CH2:2][CH2:3][C:4]([P:7](=[O:14])([O:11][CH2:12][CH3:13])[O:8][CH2:9][CH3:10])([F:6])[F:5].[S:15](Cl)([C:18]1[CH:24]=[CH:23][C:21]([CH3:22])=[CH:20][CH:19]=1)(=[O:17])=[O:16]. Product: [S:15]([O:1][CH2:2][CH2:3][C:4]([P:7](=[O:14])([O:11][CH2:12][CH3:13])[O:8][CH2:9][CH3:10])([F:6])[F:5])([C:18]1[CH:24]=[CH:23][C:21]([CH3:22])=[CH:20][CH:19]=1)(=[O:17])=[O:16]. The catalyst class is: 64. (7) Reactant: [NH2:1][C:2]1[C:7]([C:8]([F:11])([F:10])[F:9])=[CH:6][C:5]([CH2:12][C@@H:13]([O:34][C:35]([N:37]2[CH2:42][CH2:41][CH:40]([N:43]3[CH2:49][CH2:48][C:47]4[CH:50]=[CH:51][CH:52]=[CH:53][C:46]=4[NH:45][C:44]3=[O:54])[CH2:39][CH2:38]2)=[O:36])[C:14]([N:16]2[CH2:21][CH2:20][N:19]([CH:22]3[CH2:27][CH2:26][N:25]([CH2:28][C:29]([O:31][CH2:32][CH3:33])=[O:30])[CH2:24][CH2:23]3)[CH2:18][CH2:17]2)=[O:15])=[CH:4][C:3]=1[Cl:55].Cl. Product: [ClH:55].[NH2:1][C:2]1[C:7]([C:8]([F:9])([F:11])[F:10])=[CH:6][C:5]([CH2:12][C@@H:13]([O:34][C:35]([N:37]2[CH2:38][CH2:39][CH:40]([N:43]3[CH2:49][CH2:48][C:47]4[CH:50]=[CH:51][CH:52]=[CH:53][C:46]=4[NH:45][C:44]3=[O:54])[CH2:41][CH2:42]2)=[O:36])[C:14]([N:16]2[CH2:17][CH2:18][N:19]([CH:22]3[CH2:23][CH2:24][N:25]([CH2:28][C:29]([O:31][CH2:32][CH3:33])=[O:30])[CH2:26][CH2:27]3)[CH2:20][CH2:21]2)=[O:15])=[CH:4][C:3]=1[Cl:55]. The catalyst class is: 7.